Dataset: Catalyst prediction with 721,799 reactions and 888 catalyst types from USPTO. Task: Predict which catalyst facilitates the given reaction. (1) Reactant: Cl[C:2]1[N:7]=[CH:6][N:5]=[C:4]([NH:8][C:9]2[CH:14]=[C:13]([N+:15]([O-:17])=[O:16])[CH:12]=[CH:11][C:10]=2[CH3:18])[CH:3]=1.OB(O)[C:21]1[CH:22]=[N:23][CH:24]=[N:25][CH:26]=1. Product: [CH3:18][C:10]1[CH:11]=[CH:12][C:13]([N+:15]([O-:17])=[O:16])=[CH:14][C:9]=1[NH:8][C:4]1[CH:3]=[C:2]([C:21]2[CH:22]=[N:23][CH:24]=[N:25][CH:26]=2)[N:7]=[CH:6][N:5]=1. The catalyst class is: 8. (2) The catalyst class is: 6. Product: [Cl:1][C:2]1[N:3]([CH2:28][CH2:29][CH3:30])[C:4](=[O:27])[C:5]2[N:6]([CH3:31])[C:7]([C:11]3[CH:12]=[N:13][N:14]([CH2:16][C:17]4[CH:22]=[CH:21][CH:20]=[C:19]([C:23]([F:26])([F:25])[F:24])[CH:18]=4)[CH:15]=3)=[N:8][C:9]=2[N:10]=1. Reactant: [Cl:1][C:2]1[N:3]([CH2:28][CH2:29][CH3:30])[C:4](=[O:27])[C:5]2[NH:6][C:7]([C:11]3[CH:12]=[N:13][N:14]([CH2:16][C:17]4[CH:22]=[CH:21][CH:20]=[C:19]([C:23]([F:26])([F:25])[F:24])[CH:18]=4)[CH:15]=3)=[N:8][C:9]=2[N:10]=1.[C:31]([O-])([O-])=O.[K+].[K+].CI.CN(C=O)C. (3) Reactant: [Cl-].O[NH3+:3].[C:4](=[O:7])([O-])[OH:5].[Na+].CS(C)=O.[OH:13][C:14]([CH3:50])([CH3:49])[CH2:15][O:16][C@H:17]1[CH2:20][C@H:19]([N:21]2[C:26](=[O:27])[C:25]([CH2:28][C:29]3[CH:34]=[CH:33][C:32]([C:35]4[C:36]([C:41]#[N:42])=[CH:37][CH:38]=[CH:39][CH:40]=4)=[CH:31][CH:30]=3)=[C:24]([CH2:43][CH2:44][CH3:45])[N:23]3[N:46]=[CH:47][N:48]=[C:22]23)[CH2:18]1. Product: [OH:13][C:14]([CH3:49])([CH3:50])[CH2:15][O:16][C@H:17]1[CH2:18][C@H:19]([N:21]2[C:26](=[O:27])[C:25]([CH2:28][C:29]3[CH:34]=[CH:33][C:32]([C:35]4[CH:40]=[CH:39][CH:38]=[CH:37][C:36]=4[C:41]4[NH:3][C:4](=[O:7])[O:5][N:42]=4)=[CH:31][CH:30]=3)=[C:24]([CH2:43][CH2:44][CH3:45])[N:23]3[N:46]=[CH:47][N:48]=[C:22]23)[CH2:20]1. The catalyst class is: 13. (4) Reactant: [Cl:1][C:2]1[CH:7]=[CH:6][C:5]([S:8]([CH:11]([C:25]2[CH:30]=[C:29]([F:31])[CH:28]=[CH:27][C:26]=2[F:32])[CH2:12][CH2:13][N:14]([CH2:22][CH2:23]O)[C:15](=[O:21])[O:16][C:17]([CH3:20])([CH3:19])[CH3:18])(=[O:10])=[O:9])=[CH:4][CH:3]=1.C(C=P(CCCC)(CCCC)CCCC)#N. Product: [Cl:1][C:2]1[CH:7]=[CH:6][C:5]([S:8]([C:11]2([C:25]3[CH:30]=[C:29]([F:31])[CH:28]=[CH:27][C:26]=3[F:32])[CH2:23][CH2:22][N:14]([C:15]([O:16][C:17]([CH3:18])([CH3:20])[CH3:19])=[O:21])[CH2:13][CH2:12]2)(=[O:9])=[O:10])=[CH:4][CH:3]=1. The catalyst class is: 715. (5) Reactant: [C:1]([C:4]1[CH:13]([C:14]2[CH:21]=[CH:20][C:17]([C:18]#[N:19])=[CH:16][C:15]=2[F:22])[C:12]2[C:11](=[O:23])[NH:10][CH:9]=[CH:8][C:7]=2[NH:6][C:5]=1[CH3:24])(=[O:3])[CH3:2].ClCCl.F[B-](F)(F)F.[CH2:33]([O+](CC)CC)[CH3:34].CO. Product: [C:1]([C:4]1[CH:13]([C:14]2[CH:21]=[CH:20][C:17]([C:18]#[N:19])=[CH:16][C:15]=2[F:22])[C:12]2[C:7](=[CH:8][CH:9]=[N:10][C:11]=2[O:23][CH2:33][CH3:34])[NH:6][C:5]=1[CH3:24])(=[O:3])[CH3:2]. The catalyst class is: 6. (6) Reactant: C(O[C:6]([NH:8][C@@H:9]([CH2:13][C:14]1[CH:19]=[C:18]([F:20])[CH:17]=[C:16]([F:21])[CH:15]=1)[C:10]([OH:12])=O)=[O:7])(C)(C)C.CN(C(ON1N=NC2C=CC=NC1=2)=[N+](C)C)C.F[P-](F)(F)(F)(F)F.[F:46][C:47]1[CH:55]=[CH:54][C:53]([NH:56][CH3:57])=[CH:52][C:48]=1[C:49]([NH2:51])=[O:50].CCN(C(C)C)C(C)C.[CH3:67][C:68]1[CH:73]=[CH:72][CH:71]=[CH:70][C:69]=1[S:74]([N:77]=C=O)(=[O:76])=[O:75]. Product: [F:20][C:18]1[CH:19]=[C:14]([CH2:13][C@H:9]([NH:8][C:6]([NH:77][S:74]([C:69]2[CH:70]=[CH:71][CH:72]=[CH:73][C:68]=2[CH3:67])(=[O:75])=[O:76])=[O:7])[C:10]([N:56]([C:53]2[CH:54]=[CH:55][C:47]([F:46])=[C:48]([CH:52]=2)[C:49]([NH2:51])=[O:50])[CH3:57])=[O:12])[CH:15]=[C:16]([F:21])[CH:17]=1. The catalyst class is: 3. (7) Reactant: [NH2:1][CH:2]1[CH2:7][CH2:6][CH2:5][CH:4]([OH:8])[CH2:3]1.Cl[C:10]1[N:15]2[N:16]=[C:17]([NH:19][C:20](=[O:27])[C:21]3[CH:26]=[CH:25][CH:24]=[N:23][CH:22]=3)[N:18]=[C:14]2[CH:13]=[CH:12][CH:11]=1.CCN(C(C)C)C(C)C.C. Product: [OH:8][CH:4]1[CH2:5][CH2:6][CH2:7][CH:2]([NH:1][C:10]2[N:15]3[N:16]=[C:17]([NH:19][C:20](=[O:27])[C:21]4[CH:26]=[CH:25][CH:24]=[N:23][CH:22]=4)[N:18]=[C:14]3[CH:13]=[CH:12][CH:11]=2)[CH2:3]1. The catalyst class is: 218. (8) The catalyst class is: 4. Reactant: [CH:1]([C:3]1([C:6]([O:8][CH3:9])=[O:7])[CH2:5][CH2:4]1)=O.Cl.[F:11][C:12]1([F:18])[CH2:16][CH2:15][C@@H:14]([NH2:17])[CH2:13]1.C([O-])(=O)C.[Na+].C(O[BH-](OC(=O)C)OC(=O)C)(=O)C.[Na+]. Product: [F:11][C:12]1([F:18])[CH2:16][CH2:15][C@@H:14]([NH:17][CH2:1][C:3]2([C:6]([O:8][CH3:9])=[O:7])[CH2:5][CH2:4]2)[CH2:13]1. (9) The catalyst class is: 9. Reactant: [Cl:1][C:2]1[CH:8]=[C:7]([Cl:9])[C:5]([OH:6])=[CH:4][C:3]=1[OH:10].C[O-].[Na+].Br[CH:15]([CH3:21])[C:16]([O:18][CH2:19][CH3:20])=[O:17]. Product: [Cl:1][C:2]1[CH:8]=[C:7]([Cl:9])[C:5]([OH:6])=[CH:4][C:3]=1[O:10][CH:15]([CH3:21])[C:16]([O:18][CH2:19][CH3:20])=[O:17]. (10) Product: [C:40]([N:32]1[CH2:33][CH2:34][CH2:35][CH:30]([C:28]([NH:27][C:23]2[CH:24]=[CH:25][CH:26]=[C:21]([C:12]3[C:13]4[C:8](=[CH:7][C:6]([O:5][CH2:3][CH3:4])=[C:15]5[O:16][C:17]([CH3:20])([CH3:19])[CH2:18][C:14]5=4)[CH2:9][C:10]([CH3:36])([CH3:37])[N:11]=3)[CH:22]=2)=[O:29])[CH2:31]1)(=[O:42])[CH3:41]. Reactant: Cl.Cl.[CH2:3]([O:5][C:6]1[CH:7]=[C:8]2[C:13](=[C:14]3[CH2:18][C:17]([CH3:20])([CH3:19])[O:16][C:15]=13)[C:12]([C:21]1[CH:22]=[C:23]([NH:27][C:28]([CH:30]3[CH2:35][CH2:34][CH2:33][NH:32][CH2:31]3)=[O:29])[CH:24]=[CH:25][CH:26]=1)=[N:11][C:10]([CH3:37])([CH3:36])[CH2:9]2)[CH3:4].[OH-].[Na+].[C:40](OC(=O)C)(=[O:42])[CH3:41].O. The catalyst class is: 7.